Dataset: Full USPTO retrosynthesis dataset with 1.9M reactions from patents (1976-2016). Task: Predict the reactants needed to synthesize the given product. (1) Given the product [CH:6]1[C:7]([C@H:8]2[C@H:13]([CH2:14][O:15][C:16]3[CH:17]=[CH:18][C:19]4[O:24][CH2:23][O:22][C:20]=4[CH:21]=3)[CH2:12][NH:11][CH2:10][CH2:9]2)=[CH:2][CH:3]=[C:4]([F:25])[CH:5]=1.[ClH:1], predict the reactants needed to synthesize it. The reactants are: [ClH:1].[CH:2]1[C:7]([C@H:8]2[C@H:13]([CH2:14][O:15][C:16]3[CH:17]=[CH:18][C:19]4[O:24][CH2:23][O:22][C:20]=4[CH:21]=3)[CH2:12][NH:11][CH2:10][CH2:9]2)=[CH:6][CH:5]=[C:4]([F:25])[CH:3]=1.O=C1O[C@H]([C@H](CO)O)C(O)=C1O. (2) Given the product [ClH:23].[CH3:14][CH:12]1[N:11]2[C:15]([C:18]([F:20])([F:19])[F:21])=[N:16][N:17]=[C:10]2[CH:9]([CH3:22])[NH:8][CH2:13]1, predict the reactants needed to synthesize it. The reactants are: C(OC([N:8]1[CH2:13][CH:12]([CH3:14])[N:11]2[C:15]([C:18]([F:21])([F:20])[F:19])=[N:16][N:17]=[C:10]2[CH:9]1[CH3:22])=O)(C)(C)C.[ClH:23].